This data is from Peptide-MHC class I binding affinity with 185,985 pairs from IEDB/IMGT. The task is: Regression. Given a peptide amino acid sequence and an MHC pseudo amino acid sequence, predict their binding affinity value. This is MHC class I binding data. The peptide sequence is DYNKNNVLV. The MHC is H-2-Kd with pseudo-sequence H-2-Kd. The binding affinity (normalized) is 0.281.